Dataset: Full USPTO retrosynthesis dataset with 1.9M reactions from patents (1976-2016). Task: Predict the reactants needed to synthesize the given product. Given the product [Cl:9][C:8]1[N:1]=[C:2]([Cl:3])[N:4]=[C:5]([N:12]2[CH:13]([CH3:17])[CH2:14][O:15][CH2:16][CH:11]2[CH3:10])[N:7]=1, predict the reactants needed to synthesize it. The reactants are: [N:1]1[C:8]([Cl:9])=[N:7][C:5](Cl)=[N:4][C:2]=1[Cl:3].[CH3:10][CH:11]1[CH2:16][O:15][CH2:14][CH:13]([CH3:17])[NH:12]1.